This data is from Full USPTO retrosynthesis dataset with 1.9M reactions from patents (1976-2016). The task is: Predict the reactants needed to synthesize the given product. Given the product [CH3:1][O:2][CH2:3][C@H:4]([N:7]1[C:8]2[N:9]=[CH:10][N:11]=[C:12]([C:15]3[C:16]([CH3:23])=[N:17][C:18]([O:21][CH3:22])=[CH:19][CH:20]=3)[C:13]=2[N:14]=[C:25]([CH3:27])[C:24]1=[O:28])[CH2:5][CH3:6], predict the reactants needed to synthesize it. The reactants are: [CH3:1][O:2][CH2:3][C@H:4]([NH:7][C:8]1[C:13]([NH2:14])=[C:12]([C:15]2[C:16]([CH3:23])=[N:17][C:18]([O:21][CH3:22])=[CH:19][CH:20]=2)[N:11]=[CH:10][N:9]=1)[CH2:5][CH3:6].[C:24](OCC)(=[O:28])[C:25]([CH3:27])=O.